From a dataset of Forward reaction prediction with 1.9M reactions from USPTO patents (1976-2016). Predict the product of the given reaction. (1) Given the reactants [Br:1][C:2]1[CH:3]=[CH:4][C:5]([CH:8]([C:10]2[CH:15]=[C:14]([Cl:16])[CH:13]=[C:12]([Cl:17])[CH:11]=2)O)=[N:6][CH:7]=1.C(N(CC)CC)C.S(Cl)([Cl:27])=O, predict the reaction product. The product is: [Br:1][C:2]1[CH:3]=[CH:4][C:5]([CH:8]([Cl:27])[C:10]2[CH:15]=[C:14]([Cl:16])[CH:13]=[C:12]([Cl:17])[CH:11]=2)=[N:6][CH:7]=1. (2) Given the reactants [F-].[K+].P(C(C(F)(F)F)(F)F)(C(C(F)(F)F)(F)F)C(C(F)(F)F)(F)F.[CH2:25]([O:28][CH2:29][CH2:30][OH:31])[CH:26]=[CH2:27].[F:32][C:33]([P:39](=[O:54])(C(F)(F)C(F)(F)F)[C:40]([F:46])([F:45])[C:41]([F:44])([F:43])[F:42])([F:38])[C:34]([F:37])([F:36])[F:35], predict the reaction product. The product is: [F:38][C:33]([P:39]([C:40]([F:45])([F:46])[C:41]([F:43])([F:44])[F:42])(=[O:54])[O:31][CH2:30][CH2:29][O:28][CH2:25][CH:26]=[CH2:27])([F:32])[C:34]([F:37])([F:36])[F:35]. (3) Given the reactants C(Cl)(=O)C(Cl)=O.[CH3:7][O:8][C:9]1[CH:17]=[CH:16][C:12]([C:13]([OH:15])=O)=[CH:11][C:10]=1[N+:18]([O-])=O.CN(C=O)C.[F:26][C:27]1[CH:28]=[C:29]([CH:31]=[CH:32][C:33]=1[F:34])[NH2:30], predict the reaction product. The product is: [NH2:18][C:10]1[CH:11]=[C:12]([CH:16]=[CH:17][C:9]=1[O:8][CH3:7])[C:13]([NH:30][C:29]1[CH:31]=[CH:32][C:33]([F:34])=[C:27]([F:26])[CH:28]=1)=[O:15]. (4) Given the reactants Cl[C:2]1[C:3]([F:21])=[CH:4][C:5]2[C:6]([CH:20]=1)=[N:7][C:8]1[N:9]([CH3:19])[CH:10]=[C:11]([C:16]([OH:18])=[O:17])[C:12](=[O:15])[C:13]=1[CH:14]=2.[F:22][C:23]1[CH:35]=[CH:34][C:26]([CH2:27][N:28]2[CH2:33][CH2:32][NH:31][CH2:30][CH2:29]2)=[CH:25][CH:24]=1, predict the reaction product. The product is: [F:21][C:3]1[C:2]([N:31]2[CH2:30][CH2:29][N:28]([CH2:27][C:26]3[CH:34]=[CH:35][C:23]([F:22])=[CH:24][CH:25]=3)[CH2:33][CH2:32]2)=[CH:20][C:6]2=[N:7][C:8]3[N:9]([CH3:19])[CH:10]=[C:11]([C:16]([OH:18])=[O:17])[C:12](=[O:15])[C:13]=3[CH:14]=[C:5]2[CH:4]=1.